This data is from Peptide-MHC class II binding affinity with 134,281 pairs from IEDB. The task is: Regression. Given a peptide amino acid sequence and an MHC pseudo amino acid sequence, predict their binding affinity value. This is MHC class II binding data. (1) The peptide sequence is KSDPSQGGGIKITHF. The MHC is DRB1_1302 with pseudo-sequence DRB1_1302. The binding affinity (normalized) is 0.137. (2) The peptide sequence is GELQIVDKINAAFKI. The MHC is DRB1_0101 with pseudo-sequence DRB1_0101. The binding affinity (normalized) is 0.620. (3) The peptide sequence is DLCQNPDGKDVSLFCQMVSS. The MHC is HLA-DQA10501-DQB10201 with pseudo-sequence HLA-DQA10501-DQB10201. The binding affinity (normalized) is 0.367.